This data is from Full USPTO retrosynthesis dataset with 1.9M reactions from patents (1976-2016). The task is: Predict the reactants needed to synthesize the given product. Given the product [CH2:30]([O:29][C:26]1[CH:25]=[CH:24][C:23]([CH2:22][C:3]2[CH:4]=[C:5]([C@@:8]34[O:15][C@@:12]([CH:16]([OH:18])[CH3:17])([CH2:13][O:14]3)[C@@H:11]([OH:19])[C@H:10]([OH:20])[C@H:9]4[OH:21])[CH:6]=[CH:7][CH:2]=2)=[CH:28][CH:27]=1)[CH3:31], predict the reactants needed to synthesize it. The reactants are: Cl[C:2]1[CH:7]=[CH:6][C:5]([C@@:8]23[O:15][C@@:12]([CH:16]([OH:18])[CH3:17])([CH2:13][O:14]2)[C@@H:11]([OH:19])[C@H:10]([OH:20])[C@H:9]3[OH:21])=[CH:4][C:3]=1[CH2:22][C:23]1[CH:28]=[CH:27][C:26]([O:29][CH2:30][CH3:31])=[CH:25][CH:24]=1.C(N(CC)CC)C.